Predict the reactants needed to synthesize the given product. From a dataset of Full USPTO retrosynthesis dataset with 1.9M reactions from patents (1976-2016). (1) Given the product [CH2:21]([O:23][C:24](=[O:34])[CH2:25][CH:26]1[CH2:30][CH2:29][CH:28]([NH:19][C:17]2[CH:16]=[CH:15][C:14]([F:20])=[C:13]([C@:4]3([CH3:12])[C:5]([CH3:10])([CH3:11])[C:6](=[O:9])[N:7]([CH3:8])[C:2]([NH2:1])=[N:3]3)[CH:18]=2)[C:27]1([CH3:33])[CH3:32])[CH3:22], predict the reactants needed to synthesize it. The reactants are: [NH2:1][C:2]1[N:7]([CH3:8])[C:6](=[O:9])[C:5]([CH3:11])([CH3:10])[C@:4]([C:13]2[CH:18]=[C:17]([NH2:19])[CH:16]=[CH:15][C:14]=2[F:20])([CH3:12])[N:3]=1.[CH2:21]([O:23][C:24](=[O:34])[CH2:25][CH:26]1[CH2:30][CH2:29][C:28](=O)[C:27]1([CH3:33])[CH3:32])[CH3:22].[B][B][B][B][B][B][B][B][B][B]. (2) Given the product [N+:22]([C:19]1[CH:20]=[CH:21][C:16]([CH2:8][CH2:7][CH2:6][CH2:5][CH2:4][CH2:3][CH2:2][CH2:1][C:9]2[CH:14]=[CH:13][CH:12]=[CH:11][CH:10]=2)=[CH:17][CH:18]=1)([O-:24])=[O:23], predict the reactants needed to synthesize it. The reactants are: [CH2:1]([C:9]1[CH:14]=[CH:13][CH:12]=[CH:11][CH:10]=1)[CH2:2][CH2:3][CH2:4][CH2:5][CH2:6][CH:7]=[CH2:8].Br[C:16]1[CH:21]=[CH:20][C:19]([N+:22]([O-:24])=[O:23])=[CH:18][CH:17]=1. (3) Given the product [O:19]=[C:20]1[C:25]2[C:26]([CH2:29][O:30][C:7]3[CH:15]=[CH:14][CH:13]=[C:12]4[C:8]=3[CH:9]=[C:10]([C:16]([OH:18])=[O:17])[NH:11]4)=[CH:27][O:28][C:24]=2[CH2:23][CH2:22][CH2:21]1, predict the reactants needed to synthesize it. The reactants are: C1(CO[C:7]2[CH:15]=[CH:14][CH:13]=[C:12]3[C:8]=2[CH:9]=[C:10]([C:16]([OH:18])=[O:17])[NH:11]3)CCC1.[O:19]=[C:20]1[C:25]2[C:26]([CH2:29][OH:30])=[CH:27][O:28][C:24]=2[CH2:23][CH2:22][CH2:21]1.C(OC(C1NC2C(C=1)=C(O)C=CC=2)=O)C. (4) Given the product [F:1][C:2]1[CH:7]=[C:6]([O:8][CH2:34][CH2:33][CH2:32][CH:29]2[CH2:30][CH2:31][N:26]([C:24]3[O:23][N:22]=[C:21]([CH:18]([CH3:19])[CH3:20])[N:25]=3)[CH2:27][CH2:28]2)[CH:5]=[CH:4][C:3]=1[CH2:9][C:10]([N:12]1[CH2:13][CH2:14][O:15][CH2:16][CH2:17]1)=[S:11], predict the reactants needed to synthesize it. The reactants are: [F:1][C:2]1[CH:7]=[C:6]([OH:8])[CH:5]=[CH:4][C:3]=1[CH2:9][C:10]([N:12]1[CH2:17][CH2:16][O:15][CH2:14][CH2:13]1)=[S:11].[CH:18]([C:21]1[N:25]=[C:24]([N:26]2[CH2:31][CH2:30][CH:29]([CH2:32][CH2:33][CH2:34]O)[CH2:28][CH2:27]2)[O:23][N:22]=1)([CH3:20])[CH3:19]. (5) Given the product [CH:40]1[CH:39]=[CH:38][C:37]([Cl:42])=[C:36]([C@H:31]([N:6]2[CH2:5]/[C:4](=[CH:3]\[C:2]([OH:10])=[O:13])/[CH:9]([SH:1])[CH2:8][CH2:7]2)[C:32]([OH:34])=[O:33])[CH:41]=1, predict the reactants needed to synthesize it. The reactants are: [S:1]1[CH:9]2[C:4]([CH2:5][NH:6][CH2:7][CH2:8]2)=[CH:3][C:2]1=[O:10].Cl.C(=O)([O-])[O-:13].[Na+].[Na+].[N+](C1C=CC(S(O[C@H:31]([C:36]2[CH:41]=[CH:40][CH:39]=[CH:38][C:37]=2[Cl:42])[C:32]([O:34]C)=[O:33])(=O)=O)=CC=1)([O-])=O.C(=O)(O)[O-].[Na+].